From a dataset of Peptide-MHC class I binding affinity with 185,985 pairs from IEDB/IMGT. Regression. Given a peptide amino acid sequence and an MHC pseudo amino acid sequence, predict their binding affinity value. This is MHC class I binding data. (1) The peptide sequence is IEEQVNKTM. The MHC is HLA-B15:01 with pseudo-sequence HLA-B15:01. The binding affinity (normalized) is 0.213. (2) The peptide sequence is AYIAFPTSCHMFI. The MHC is HLA-B58:01 with pseudo-sequence HLA-B58:01. The binding affinity (normalized) is 0.148. (3) The peptide sequence is SRIRDGLQY. The MHC is HLA-B48:01 with pseudo-sequence HLA-B48:01. The binding affinity (normalized) is 0.0847. (4) The peptide sequence is YPLHEQHGM. The MHC is HLA-B58:01 with pseudo-sequence HLA-B58:01. The binding affinity (normalized) is 0.0847. (5) The MHC is HLA-A23:01 with pseudo-sequence HLA-A23:01. The binding affinity (normalized) is 0. The peptide sequence is VPLDEDFRKY. (6) The peptide sequence is NQESNKYRI. The MHC is HLA-A02:06 with pseudo-sequence HLA-A02:06. The binding affinity (normalized) is 0.140. (7) The peptide sequence is IMDKEQLLKI. The MHC is HLA-A02:03 with pseudo-sequence HLA-A02:03. The binding affinity (normalized) is 0.477.